Task: Predict the reactants needed to synthesize the given product.. Dataset: Full USPTO retrosynthesis dataset with 1.9M reactions from patents (1976-2016) (1) Given the product [NH2:19][C:17]1[CH:16]=[CH:15][C:3]([O:4][C:5]2[C:10]3[C:11]([NH2:14])=[N:12][O:13][C:9]=3[CH:8]=[CH:7][CH:6]=2)=[C:2]([F:1])[CH:18]=1, predict the reactants needed to synthesize it. The reactants are: [F:1][C:2]1[CH:18]=[C:17]([N+:19]([O-])=O)[CH:16]=[CH:15][C:3]=1[O:4][C:5]1[C:10]2[C:11]([NH2:14])=[N:12][O:13][C:9]=2[CH:8]=[CH:7][CH:6]=1.O.O.[Sn](Cl)Cl.C(=O)(O)[O-].[Na+]. (2) The reactants are: Cl[C:2]1[C:11]2[C:6](=[CH:7][CH:8]=[CH:9][CH:10]=2)[N:5]=[CH:4][N:3]=1.C(O[C:17]([NH:19][CH:20]1[CH2:24][CH2:23][NH:22][CH2:21]1)=[O:18])(C)(C)C.CCN(C(C)C)C(C)C.C(O)(C(F)(F)F)=O.[N+](C1C=CC(OC(=O)[NH:52][C:53]2[CH:58]=[CH:57][C:56]([CH:59]([CH3:61])[CH3:60])=[CH:55][CH:54]=2)=CC=1)([O-])=O.C([O-])([O-])=O.[K+].[K+]. Given the product [CH:59]([C:56]1[CH:57]=[CH:58][C:53]([NH:52][C:17]([NH:19][CH:20]2[CH2:24][CH2:23][N:22]([C:2]3[C:11]4[C:6](=[CH:7][CH:8]=[CH:9][CH:10]=4)[N:5]=[CH:4][N:3]=3)[CH2:21]2)=[O:18])=[CH:54][CH:55]=1)([CH3:61])[CH3:60], predict the reactants needed to synthesize it. (3) Given the product [N:4]1[C:5]2[C:10](=[N:9][CH:8]=[CH:7][CH:6]=2)[CH:11]=[C:2]([NH:13][C:12](=[O:19])[O:14][C:15]([CH3:18])([CH3:17])[CH3:16])[CH:3]=1, predict the reactants needed to synthesize it. The reactants are: Br[C:2]1[CH:3]=[N:4][C:5]2[C:10]([CH:11]=1)=[N:9][CH:8]=[CH:7][CH:6]=2.[C:12](=[O:19])([O:14][C:15]([CH3:18])([CH3:17])[CH3:16])[NH2:13].C(=O)([O-])[O-].[Cs+].[Cs+].CC1(C)C2C(=C(P(C3C=CC=CC=3)C3C=CC=CC=3)C=CC=2)OC2C(P(C3C=CC=CC=3)C3C=CC=CC=3)=CC=CC1=2. (4) The reactants are: [CH2:1]1[O:9][C:8]2[CH:7]=[CH:6][C:5]([CH3:10])=[CH:4][C:3]=2[O:2]1.[N+:11]([O-])(O)=O.O. Given the product [CH2:1]1[O:2][C:3]2[CH:4]=[C:5]([CH3:10])[C:6]([NH2:11])=[CH:7][C:8]=2[O:9]1, predict the reactants needed to synthesize it. (5) The reactants are: [O:1]1[CH2:6][CH2:5][CH:4]([OH:7])[CH2:3][CH2:2]1.[H-].[Na+].[CH2:10](Br)[CH:11]=[CH2:12].C(OCC)(=O)C. Given the product [CH2:12]([O:7][CH:4]1[CH2:5][CH2:6][O:1][CH2:2][CH2:3]1)[CH:11]=[CH2:10], predict the reactants needed to synthesize it. (6) Given the product [C:21]([NH:24][CH2:25][C:26]1[CH:31]=[CH:30][C:29]([C:2]2[CH:3]=[CH:4][N:5]3[C:10]([C:11]=2[CH3:12])=[C:9]([CH:13]2[CH2:15][CH2:14]2)[CH:8]=[C:7]([C:16]([O:18][CH3:19])=[O:17])[C:6]3=[O:20])=[CH:28][CH:27]=1)(=[O:23])[CH3:22], predict the reactants needed to synthesize it. The reactants are: Cl[C:2]1[CH:3]=[CH:4][N:5]2[C:10]([C:11]=1[CH3:12])=[C:9]([CH:13]1[CH2:15][CH2:14]1)[CH:8]=[C:7]([C:16]([O:18][CH3:19])=[O:17])[C:6]2=[O:20].[C:21]([NH:24][CH2:25][C:26]1[CH:31]=[CH:30][C:29](B(O)O)=[CH:28][CH:27]=1)(=[O:23])[CH3:22]. (7) Given the product [OH:4][C:5]1[CH:34]=[CH:33][CH:32]=[CH:31][C:6]=1[C:7]([NH:9][C:10]1[CH:22]=[C:21]([CH2:23][CH2:24][C:25]2[CH:26]=[CH:27][CH:28]=[CH:29][CH:30]=2)[CH:20]=[CH:19][C:11]=1[C:12]([OH:14])=[O:13])=[O:8], predict the reactants needed to synthesize it. The reactants are: C([O:4][C:5]1[CH:34]=[CH:33][CH:32]=[CH:31][C:6]=1[C:7]([NH:9][C:10]1[CH:22]=[C:21]([CH2:23][CH2:24][C:25]2[CH:30]=[CH:29][CH:28]=[CH:27][CH:26]=2)[CH:20]=[CH:19][C:11]=1[C:12]([O:14]C(C)(C)C)=[O:13])=[O:8])(=O)C. (8) Given the product [F:1][C:2]1[CH:7]=[C:6]([F:8])[CH:5]=[CH:4][C:3]=1[O:9][CH2:11][C:12]([N:14]1[CH2:15][CH2:16][N:17]([S:20]([C:23]2[CH:32]=[CH:31][C:30]3[C:25](=[CH:26][CH:27]=[CH:28][CH:29]=3)[CH:24]=2)(=[O:21])=[O:22])[CH2:18][CH2:19]1)=[O:13], predict the reactants needed to synthesize it. The reactants are: [F:1][C:2]1[CH:7]=[C:6]([F:8])[CH:5]=[CH:4][C:3]=1[OH:9].Cl[CH2:11][C:12]([N:14]1[CH2:19][CH2:18][N:17]([S:20]([C:23]2[CH:32]=[CH:31][C:30]3[C:25](=[CH:26][CH:27]=[CH:28][CH:29]=3)[CH:24]=2)(=[O:22])=[O:21])[CH2:16][CH2:15]1)=[O:13].C(=O)([O-])[O-].[K+].[K+].O. (9) Given the product [F:33][CH2:31][CH2:32][N:21]1[CH2:22][CH2:23][CH:18]([N:15]2[CH2:14][CH2:13][N:12]([C:5]3[CH:6]=[CH:7][C:8]([N+:9]([O-:11])=[O:10])=[C:3]([O:2][CH3:1])[CH:4]=3)[CH2:17][CH2:16]2)[CH2:19][CH2:20]1, predict the reactants needed to synthesize it. The reactants are: [CH3:1][O:2][C:3]1[CH:4]=[C:5]([N:12]2[CH2:17][CH2:16][N:15]([CH:18]3[CH2:23][CH2:22][NH:21][CH2:20][CH2:19]3)[CH2:14][CH2:13]2)[CH:6]=[CH:7][C:8]=1[N+:9]([O-:11])=[O:10].C([O-])([O-])=O.[Na+].[Na+].I[CH:31]([F:33])[CH3:32].O.